From a dataset of Forward reaction prediction with 1.9M reactions from USPTO patents (1976-2016). Predict the product of the given reaction. (1) The product is: [F:11][C:12]([F:33])([F:32])[CH2:13][N:14]1[C:19](=[O:20])[C:18]([CH2:36][C:37]2[CH:5]=[CH:4][C:3]([F:2])=[CH:39][CH:38]=2)=[C:17]([C:22]2[CH:27]=[CH:26][C:25]([S:28]([CH3:31])(=[O:30])=[O:29])=[CH:24][CH:23]=2)[CH:16]=[N:15]1. Given the reactants [Mg].[F:2][CH:3](Br)[C:4]1C=CC=C[CH:5]=1.[F:11][C:12]([F:33])([F:32])[CH2:13][N:14]1[C:19](=[O:20])[C:18](Cl)=[C:17]([C:22]2[CH:27]=[CH:26][C:25]([S:28]([CH3:31])(=[O:30])=[O:29])=[CH:24][CH:23]=2)[CH:16]=[N:15]1.N1N[C:36](=O)[CH:37]=[CH:38][CH:39]=1, predict the reaction product. (2) Given the reactants [Br:1]Br.[CH3:3][C:4]1[C:12]2[CH:11]=[CH:10][S:9][C:8]=2[CH:7]=[CH:6][CH:5]=1.C([O-])(=O)C.[Na+], predict the reaction product. The product is: [Br:1][C:11]1[C:12]2[C:4]([CH3:3])=[CH:5][CH:6]=[CH:7][C:8]=2[S:9][CH:10]=1. (3) Given the reactants [CH3:1][O:2][C:3]1[CH:8]=[C:7]([N+:9]([O-])=O)[C:6]([N+:12]([O-])=O)=[CH:5][C:4]=1[O:15][CH3:16], predict the reaction product. The product is: [CH3:16][O:15][C:4]1[CH:5]=[C:6]([NH2:12])[C:7]([NH2:9])=[CH:8][C:3]=1[O:2][CH3:1]. (4) Given the reactants [C:1]([C:3]1[CH:4]=[C:5]([CH:9]=[CH:10][C:11]=1[O:12][CH:13]([CH3:15])[CH3:14])[C:6]([OH:8])=O)#[N:2].CN(C(ON1N=NC2C=CC=NC1=2)=[N+](C)C)C.F[P-](F)(F)(F)(F)F.CCN(C(C)C)C(C)C.[CH2:49]([C:51]1[CH:59]=[C:58]2[C:54]([CH:55]=[N:56][N:57]2[CH2:60][CH2:61][CH2:62][C:63]([O:65][CH2:66][CH3:67])=[O:64])=[CH:53][C:52]=1[C:68]([NH:70]O)=[NH:69])[CH3:50], predict the reaction product. The product is: [C:1]([C:3]1[CH:4]=[C:5]([C:6]2[O:8][N:69]=[C:68]([C:52]3[CH:53]=[C:54]4[C:58](=[CH:59][C:51]=3[CH2:49][CH3:50])[N:57]([CH2:60][CH2:61][CH2:62][C:63]([O:65][CH2:66][CH3:67])=[O:64])[N:56]=[CH:55]4)[N:70]=2)[CH:9]=[CH:10][C:11]=1[O:12][CH:13]([CH3:15])[CH3:14])#[N:2]. (5) Given the reactants [NH:1]([C:21]([O:23][C:24]([CH3:27])([CH3:26])[CH3:25])=[O:22])[C@H:2]([C:18](O)=[O:19])[CH2:3][C:4]1[CH:9]=[CH:8][C:7]([O:10][CH2:11][C:12]2[CH:17]=[CH:16][CH:15]=[CH:14][CH:13]=2)=[CH:6][CH:5]=1.[NH2:28][C@H:29]([C:34]([O:36][CH2:37][C:38]1[CH:43]=[CH:42][CH:41]=[CH:40][CH:39]=1)=[O:35])[CH2:30][CH:31]([CH3:33])[CH3:32].C1C=CC2N(O)N=NC=2C=1.O.CCN=C=NCCCN(C)C.Cl, predict the reaction product. The product is: [NH:1]([C:21]([O:23][C:24]([CH3:27])([CH3:26])[CH3:25])=[O:22])[C@H:2]([C:18]([NH:28][C@H:29]([C:34]([O:36][CH2:37][C:38]1[CH:43]=[CH:42][CH:41]=[CH:40][CH:39]=1)=[O:35])[CH2:30][CH:31]([CH3:33])[CH3:32])=[O:19])[CH2:3][C:4]1[CH:9]=[CH:8][C:7]([O:10][CH2:11][C:12]2[CH:17]=[CH:16][CH:15]=[CH:14][CH:13]=2)=[CH:6][CH:5]=1. (6) Given the reactants [CH3:1][NH:2][CH2:3][CH2:4][CH:5]([O:12][C:13]1[CH:14]=[CH:15][C:16]([C:19]([F:22])([F:21])[F:20])=[CH:17][CH:18]=1)[C:6]1[CH:7]=[CH:8][CH:9]=[CH:10][CH:11]=1.[ClH:23].[C:24]([OH:32])(=[O:31])[C:25]1[CH:30]=[CH:29][CH:28]=[CH:27][CH:26]=1, predict the reaction product. The product is: [CH3:1][NH:2][CH2:3][CH2:4][CH:5]([O:12][C:13]1[CH:18]=[CH:17][C:16]([C:19]([F:20])([F:22])[F:21])=[CH:15][CH:14]=1)[C:6]1[CH:7]=[CH:8][CH:9]=[CH:10][CH:11]=1.[ClH:23].[C:24]([OH:32])(=[O:31])[C:25]1[CH:30]=[CH:29][CH:28]=[CH:27][CH:26]=1.[C:3](#[N:2])[CH3:4].